From a dataset of Forward reaction prediction with 1.9M reactions from USPTO patents (1976-2016). Predict the product of the given reaction. (1) Given the reactants NN.[CH3:3][CH:4]([N:6]1[CH2:11][CH:10]=[C:9]([C:12]2[CH:17]=[CH:16][C:15]([N+:18]([O-])=O)=[C:14]([O:21][CH3:22])[CH:13]=2)[CH2:8][CH2:7]1)[CH3:5], predict the reaction product. The product is: [CH3:5][CH:4]([N:6]1[CH2:7][CH:8]=[C:9]([C:12]2[CH:17]=[CH:16][C:15]([NH2:18])=[C:14]([O:21][CH3:22])[CH:13]=2)[CH2:10][CH2:11]1)[CH3:3]. (2) Given the reactants [CH3:1][P:2]([C:5]1[CH:10]=[CH:9][CH:8]=[C:7]([N+:11]([O-])=O)[CH:6]=1)([CH3:4])=[O:3].[Cl-].[NH4+], predict the reaction product. The product is: [CH3:4][P:2]([C:5]1[CH:6]=[C:7]([CH:8]=[CH:9][CH:10]=1)[NH2:11])([CH3:1])=[O:3]. (3) Given the reactants [SH:1][C:2]1[S:3][C:4]2[CH:10]=[C:9]([C:11]#[N:12])[CH:8]=[CH:7][C:5]=2[N:6]=1.[Cl:13][C:14]1[CH:19]=[C:18]([N+:20]([O-:22])=[O:21])[CH:17]=[C:16]([Cl:23])[C:15]=1Cl.[H-].[Na+], predict the reaction product. The product is: [Cl:13][C:14]1[CH:19]=[C:18]([N+:20]([O-:22])=[O:21])[CH:17]=[C:16]([Cl:23])[C:15]=1[S:1][C:2]1[S:3][C:4]2[CH:10]=[C:9]([C:11]#[N:12])[CH:8]=[CH:7][C:5]=2[N:6]=1. (4) Given the reactants [H-].[Na+].[I-].[Br:4][C:5]1C=[C:7]2[C:11](=[CH:12][CH:13]=1)[C:10](=O)NC2.[CH3:15][O:16][C:17]1[CH:24]=[CH:23][C:20]([CH2:21]Br)=[CH:19][CH:18]=1.IC.[NH4+:27].[Cl-].[CH2:29]1[CH2:33][O:32][CH2:31][CH2:30]1, predict the reaction product. The product is: [Br:4][C:5]1[CH:13]=[C:12]2[C:29](=[CH:30][CH:31]=1)[C:33](=[O:32])[N:27]([CH2:21][C:20]1[CH:23]=[CH:24][C:17]([O:16][CH3:15])=[CH:18][CH:19]=1)[C:11]2([CH3:7])[CH3:10]. (5) Given the reactants C(OC([N:8]1[CH2:13][CH2:12][N:11]([C:14]2[C:15]3[C:37]([CH:38]4[CH2:40][CH2:39]4)=[CH:36][N:35]=[CH:34][C:16]=3[N:17]=[C:18]([C:20]3[CH:25]=[CH:24][N:23]=[C:22]([NH:26][C:27]4[CH:32]=[CH:31][CH:30]=[CH:29][C:28]=4[F:33])[CH:21]=3)[N:19]=2)[CH2:10][CH2:9]1)=O)(C)(C)C, predict the reaction product. The product is: [CH:38]1([C:37]2[C:15]3[C:14]([N:11]4[CH2:10][CH2:9][NH:8][CH2:13][CH2:12]4)=[N:19][C:18]([C:20]4[CH:25]=[CH:24][N:23]=[C:22]([NH:26][C:27]5[CH:32]=[CH:31][CH:30]=[CH:29][C:28]=5[F:33])[CH:21]=4)=[N:17][C:16]=3[CH:34]=[N:35][CH:36]=2)[CH2:40][CH2:39]1. (6) Given the reactants [CH3:1][CH2:2][C:3]1[C:12]2[CH2:13][N:14]3[C:19](=[O:20])[C:18]4[CH2:21][O:22][C:23]([C@:25]([OH:28])([CH2:26][CH3:27])[C:17]=4[CH:16]=[C:15]3[C:11]=2[N:10]=[C:9]2[C:4]=1[CH:5]=[C:6]([OH:29])[CH:7]=[CH:8]2)=[O:24].[CH3:30][C:31]1[C:36]([CH3:37])=[C:35]([O:38][C:39]([CH2:41][CH2:42][C:43]([OH:45])=[O:44])=[O:40])[C:34]([CH3:46])=[C:33]2[CH2:47][CH2:48][C@:49]([CH2:52][CH2:53][CH2:54][C@@H:55]([CH2:57][CH2:58][CH2:59][C@@H:60]([CH2:62][CH2:63][CH2:64][CH:65]([CH3:67])[CH3:66])[CH3:61])[CH3:56])([CH3:51])[O:50][C:32]=12, predict the reaction product. The product is: [CH3:30][C:31]1[C:36]([CH3:37])=[C:35]([O:38][C:39]([CH2:41][CH2:42][C:43]([OH:45])=[O:44])=[O:40])[C:34]([CH3:46])=[C:33]2[CH2:47][CH2:48][C@:49]([CH2:52][CH2:53][CH2:54][C@@H:55]([CH2:57][CH2:58][CH2:59][C@@H:60]([CH2:62][CH2:63][CH2:64][CH:65]([CH3:67])[CH3:66])[CH3:61])[CH3:56])([CH3:51])[O:50][C:32]=12.[CH3:1][CH2:2][C:3]1[C:12]2[CH2:13][N:14]3[C:19](=[O:20])[C:18]4[CH2:21][O:22][C:23]([C@:25]([OH:28])([CH2:26][CH3:27])[C:17]=4[CH:16]=[C:15]3[C:11]=2[N:10]=[C:9]2[C:4]=1[CH:5]=[C:6]([OH:29])[CH:7]=[CH:8]2)=[O:24]. (7) Given the reactants [CH2:1]([O:8][C:9]1[CH:23]=[CH:22][C:12]([O:13][CH:14]2[CH:19]3[CH2:20][CH2:21][N:16]([CH2:17][CH2:18]3)[CH2:15]2)=[CH:11][CH:10]=1)[C:2]1[CH:7]=[CH:6][CH:5]=[CH:4][CH:3]=1.[ClH:24].O1CCOCC1, predict the reaction product. The product is: [ClH:24].[CH2:1]([O:8][C:9]1[CH:23]=[CH:22][C:12]([O:13][CH:14]2[CH:19]3[CH2:20][CH2:21][N:16]([CH2:17][CH2:18]3)[CH2:15]2)=[CH:11][CH:10]=1)[C:2]1[CH:3]=[CH:4][CH:5]=[CH:6][CH:7]=1.